Predict which catalyst facilitates the given reaction. From a dataset of Catalyst prediction with 721,799 reactions and 888 catalyst types from USPTO. (1) Reactant: [Cl:1][C:2]1[CH:3]=[C:4]([NH:9][C:10]2[N:14]=[C:13]([NH2:15])[NH:12][N:11]=2)[CH:5]=[C:6]([Cl:8])[CH:7]=1.[N:16]1([S:21]([C:24]2[CH:31]=[CH:30][C:27]([CH:28]=O)=[CH:26][CH:25]=2)(=[O:23])=[O:22])[CH2:20][CH2:19][CH2:18][CH2:17]1.C(O)(=O)C.Cl. Product: [Cl:1][C:2]1[CH:3]=[C:4]([NH:9][C:10]2[N:14]=[C:13]([NH:15][CH2:28][C:27]3[CH:30]=[CH:31][C:24]([S:21]([N:16]4[CH2:20][CH2:19][CH2:18][CH2:17]4)(=[O:23])=[O:22])=[CH:25][CH:26]=3)[NH:12][N:11]=2)[CH:5]=[C:6]([Cl:8])[CH:7]=1. The catalyst class is: 5. (2) Product: [Si:20]([O:8][CH2:7][CH2:6][NH:5][CH:3]([CH3:4])[C:2]([F:10])([F:9])[F:1])([C:23]([CH3:26])([CH3:25])[CH3:24])([CH3:22])[CH3:21]. The catalyst class is: 4. Reactant: [F:1][C:2]([F:10])([F:9])[CH:3]([NH:5][CH2:6][CH2:7][OH:8])[CH3:4].C(N(C(C)C)CC)(C)C.[Si:20](Cl)([C:23]([CH3:26])([CH3:25])[CH3:24])([CH3:22])[CH3:21].O. (3) Reactant: [C:1]1([CH2:7][CH:8]=O)[CH:6]=[CH:5][CH:4]=[CH:3][CH:2]=1.[Li+].C[Si]([N-][Si](C)(C)C)(C)C.[CH3:20][O:21][CH2:22][CH2:23][C:24](Cl)=O.O.[NH2:28][NH2:29]. Product: [CH3:20][O:21][CH2:22][CH2:23][C:24]1[NH:29][N:28]=[CH:8][C:7]=1[C:1]1[CH:2]=[CH:3][CH:4]=[CH:5][CH:6]=1. The catalyst class is: 234.